Dataset: Peptide-MHC class II binding affinity with 134,281 pairs from IEDB. Task: Regression. Given a peptide amino acid sequence and an MHC pseudo amino acid sequence, predict their binding affinity value. This is MHC class II binding data. The peptide sequence is KFIDVILSDGGILCP. The MHC is DRB1_0101 with pseudo-sequence DRB1_0101. The binding affinity (normalized) is 0.236.